The task is: Predict the reactants needed to synthesize the given product.. This data is from Full USPTO retrosynthesis dataset with 1.9M reactions from patents (1976-2016). Given the product [C:1]1([N:7]2[C:11]([NH:12][C:13]3[CH:14]=[CH:15][CH:16]=[CH:17][CH:18]=3)=[CH:10][C:9]([CH:19]=[O:20])=[N:8]2)[CH:2]=[CH:3][CH:4]=[CH:5][CH:6]=1, predict the reactants needed to synthesize it. The reactants are: [C:1]1([N:7]2[C:11]([NH:12][C:13]3[CH:18]=[CH:17][CH:16]=[CH:15][CH:14]=3)=[CH:10][C:9]([CH2:19][OH:20])=[N:8]2)[CH:6]=[CH:5][CH:4]=[CH:3][CH:2]=1.C(N(CC)CC)C.O.